This data is from Reaction yield outcomes from USPTO patents with 853,638 reactions. The task is: Predict the reaction yield, written as a fraction of the theoretical maximum amount of product (1.0 means a 100% yield; for example, 0.34 means a 34% yield). (1) The reactants are [CH3:1][O:2][C:3]1[CH:8]=[C:7]([CH3:9])[C:6]([C:10]([C:12]2[CH:17]=[CH:16][C:15]([O:18][CH2:19][C:20]3[N:21]=[C:22]([C:26]4[CH:31]=[CH:30][CH:29]=[CH:28][CH:27]=4)[O:23][C:24]=3[CH3:25])=[CH:14][CH:13]=2)=[O:11])=[C:5]([O:32]COC)[CH:4]=1.Cl. The catalyst is CC(C)=O. The product is [OH:32][C:5]1[CH:4]=[C:3]([O:2][CH3:1])[CH:8]=[C:7]([CH3:9])[C:6]=1[C:10]([C:12]1[CH:17]=[CH:16][C:15]([O:18][CH2:19][C:20]2[N:21]=[C:22]([C:26]3[CH:27]=[CH:28][CH:29]=[CH:30][CH:31]=3)[O:23][C:24]=2[CH3:25])=[CH:14][CH:13]=1)=[O:11]. The yield is 0.380. (2) The reactants are C(OC([O:8][NH:9][C:10]([C:12]1[CH:13]=[N:14][C:15]([N:18]2[CH2:23][CH:22]3[CH:20]([CH:21]3[CH2:24][NH:25][CH2:26][C:27]3[CH:36]=[CH:35][C:34]4[C:29](=[CH:30][CH:31]=[CH:32][CH:33]=4)[CH:28]=3)[CH2:19]2)=[N:16][CH:17]=1)=[O:11])C)C(C)C.Cl.O1CCOCC1. The catalyst is C(Cl)Cl. The product is [OH:8][NH:9][C:10]([C:12]1[CH:13]=[N:14][C:15]([N:18]2[CH2:23][CH:22]3[CH:20]([CH:21]3[CH2:24][NH:25][CH2:26][C:27]3[CH:36]=[CH:35][C:34]4[C:29](=[CH:30][CH:31]=[CH:32][CH:33]=4)[CH:28]=3)[CH2:19]2)=[N:16][CH:17]=1)=[O:11]. The yield is 0.500. (3) The reactants are [CH3:1][O:2][C:3](=[O:24])[C@@H:4]1[CH2:8][CH:7]([S:9][C:10]2[CH:15]=[CH:14][C:13](Br)=[CH:12][CH:11]=2)[CH2:6][N:5]1[C:17]([O:19][C:20]([CH3:23])([CH3:22])[CH3:21])=[O:18].[CH:25]1[C:33]2[C:32]3[CH:34]=[CH:35][CH:36]=[CH:37][C:31]=3[O:30][C:29]=2[C:28]([C:38]2[CH:43]=[CH:42][C:41](B(O)O)=[CH:40][CH:39]=2)=[CH:27][CH:26]=1.C([O-])([O-])=O.[K+].[K+]. The catalyst is C1(C)C=CC=CC=1.C(O)C.C(OCC)(=O)C.C1C=CC([P]([Pd]([P](C2C=CC=CC=2)(C2C=CC=CC=2)C2C=CC=CC=2)([P](C2C=CC=CC=2)(C2C=CC=CC=2)C2C=CC=CC=2)[P](C2C=CC=CC=2)(C2C=CC=CC=2)C2C=CC=CC=2)(C2C=CC=CC=2)C2C=CC=CC=2)=CC=1. The product is [CH3:1][O:2][C:3](=[O:24])[C@@H:4]1[CH2:8][CH:7]([S:9][C:10]2[CH:15]=[CH:14][C:13]([C:41]3[CH:42]=[CH:43][C:38]([C:28]4[C:29]5[O:30][C:31]6[CH:37]=[CH:36][CH:35]=[CH:34][C:32]=6[C:33]=5[CH:25]=[CH:26][CH:27]=4)=[CH:39][CH:40]=3)=[CH:12][CH:11]=2)[CH2:6][N:5]1[C:17]([O:19][C:20]([CH3:23])([CH3:22])[CH3:21])=[O:18]. The yield is 0.730.